Predict the reactants needed to synthesize the given product. From a dataset of Full USPTO retrosynthesis dataset with 1.9M reactions from patents (1976-2016). (1) Given the product [CH2:1]([O:8][C:9]1[CH:13]=[C:12]([C:14]([O:16][CH3:25])=[O:15])[N:11]([C:17]2[CH:22]=[CH:21][CH:20]=[CH:19][CH:18]=2)[N:10]=1)[C:2]1[CH:3]=[CH:4][CH:5]=[CH:6][CH:7]=1, predict the reactants needed to synthesize it. The reactants are: [CH2:1]([O:8][C:9]1[CH:13]=[C:12]([C:14]([OH:16])=[O:15])[N:11]([C:17]2[CH:22]=[CH:21][CH:20]=[CH:19][CH:18]=2)[N:10]=1)[C:2]1[CH:7]=[CH:6][CH:5]=[CH:4][CH:3]=1.CI.[C:25](=O)([O-])[O-].[K+].[K+].Cl. (2) Given the product [CH2:20]([C:22]1[CH:27]=[CH:26][C:25]([CH2:28][CH2:29][NH:30][C:14]([CH2:13][O:12][C:8]2[CH:7]=[C:6]([CH2:5][CH:4]([O:17][CH3:18])[C:3]([OH:2])=[O:19])[CH:11]=[CH:10][CH:9]=2)=[O:16])=[CH:24][CH:23]=1)[CH3:21], predict the reactants needed to synthesize it. The reactants are: C[O:2][C:3](=[O:19])[CH:4]([O:17][CH3:18])[CH2:5][C:6]1[CH:11]=[CH:10][CH:9]=[C:8]([O:12][CH2:13][C:14]([OH:16])=O)[CH:7]=1.[CH2:20]([C:22]1[CH:27]=[CH:26][C:25]([CH2:28][CH2:29][NH2:30])=[CH:24][CH:23]=1)[CH3:21].C(O[C@@H](CC1C=CC(O[C@@H](C(=O)NCCC2C=CC(OC3C=CC=CC=3)=CC=2)C)=CC=1)C(O)=O)C.